From a dataset of Full USPTO retrosynthesis dataset with 1.9M reactions from patents (1976-2016). Predict the reactants needed to synthesize the given product. (1) Given the product [CH3:1][O:2][C:3](=[O:14])[CH2:4][CH2:5][C:6]1[CH:11]=[CH:10][C:9]([O:12][CH2:18][CH2:17][C@@H:16]([OH:15])[CH3:30])=[CH:8][C:7]=1[CH3:13], predict the reactants needed to synthesize it. The reactants are: [CH3:1][O:2][C:3](=[O:14])[CH2:4][CH2:5][C:6]1[CH:11]=[CH:10][C:9]([OH:12])=[CH:8][C:7]=1[CH3:13].[OH:15][C@@H:16]([CH3:30])[CH2:17][CH2:18]OS(C1C=CC(C)=CC=1)(=O)=O.C(=O)([O-])[O-].[Cs+].[Cs+]. (2) Given the product [Cl:8][C:9]1[N:10]([C:45]2[CH:50]=[CH:49][CH:48]=[CH:47][C:46]=2[C:51]#[N:52])[C:11]2[C:16]([C:17]=1[CH2:18][N:19]1[C:25](=[O:26])[C@@H:24]([NH:27][C:28](=[O:40])[C@@H:29]([NH:31][CH3:32])[CH3:30])[CH2:23][O:22][C:21]3[CH:41]=[CH:42][CH:43]=[CH:44][C:20]1=3)=[CH:15][CH:14]=[CH:13][CH:12]=2, predict the reactants needed to synthesize it. The reactants are: C(O)(C(F)(F)F)=O.[Cl:8][C:9]1[N:10]([C:45]2[CH:50]=[CH:49][CH:48]=[CH:47][C:46]=2[C:51]#[N:52])[C:11]2[C:16]([C:17]=1[CH2:18][N:19]1[C:25](=[O:26])[C@@H:24]([NH:27][C:28](=[O:40])[C@@H:29]([N:31](C)[C:32](=O)OC(C)(C)C)[CH3:30])[CH2:23][O:22][C:21]3[CH:41]=[CH:42][CH:43]=[CH:44][C:20]1=3)=[CH:15][CH:14]=[CH:13][CH:12]=2. (3) The reactants are: C[O:2][C:3](=[O:38])[CH2:4][O:5][C:6]1[CH:7]=[C:8]2[C:13](=[CH:14][CH:15]=1)[N:12]([C:16](=[O:24])[C:17]1[CH:22]=[CH:21][C:20]([F:23])=[CH:19][CH:18]=1)[C@@H:11]([CH3:25])[CH2:10][C@H:9]2[N:26]([C:31]1[CH:36]=[CH:35][C:34]([Cl:37])=[CH:33][CH:32]=1)[C:27](=[O:30])[CH2:28][CH3:29].[OH-].[Na+]. Given the product [Cl:37][C:34]1[CH:33]=[CH:32][C:31]([N:26]([C:27](=[O:30])[CH2:28][CH3:29])[C@H:9]2[C:8]3[C:13](=[CH:14][CH:15]=[C:6]([O:5][CH2:4][C:3]([OH:38])=[O:2])[CH:7]=3)[N:12]([C:16](=[O:24])[C:17]3[CH:18]=[CH:19][C:20]([F:23])=[CH:21][CH:22]=3)[C@@H:11]([CH3:25])[CH2:10]2)=[CH:36][CH:35]=1, predict the reactants needed to synthesize it. (4) Given the product [Cl:1][C:2]1[N:7]=[C:6]([N:8]2[CH2:9][CH2:10][O:11][CH2:12][CH2:13]2)[N:5]=[C:4]([C:15]2[CH:16]=[CH:17][C:18]([NH:21][C:22]([NH:24][CH2:25][CH3:26])=[O:23])=[CH:19][CH:20]=2)[CH:3]=1, predict the reactants needed to synthesize it. The reactants are: [Cl:1][C:2]1[N:7]=[C:6]([N:8]2[CH2:13][CH2:12][O:11][CH2:10][C@@H:9]2C)[N:5]=[C:4]([C:15]2[CH:20]=[CH:19][C:18]([NH:21][C:22]([NH:24][CH2:25][CH3:26])=[O:23])=[CH:17][CH:16]=2)[CH:3]=1.ClC1C=C(Cl)N=C(N2CCOCC2)N=1. (5) Given the product [CH2:1]([C@H:6]1[CH2:8][C@H:7]1[CH2:9][C@H:10]1[CH2:12][C@@H:11]1[CH2:13][CH2:14][CH2:15][CH2:16][CH2:17][CH2:18][CH2:19][C:20]([OH:42])=[O:21])[CH2:2][CH2:3][CH2:4][CH3:5], predict the reactants needed to synthesize it. The reactants are: [CH2:1]([C@H:6]1[CH2:8][C@H:7]1[CH2:9][C@@H:10]1[CH2:12][C@H:11]1[CH2:13][CH2:14][CH2:15][CH2:16][CH2:17][CH2:18][CH2:19][CH2:20][OH:21])[CH2:2][CH2:3][CH2:4][CH3:5].C([C@H]1C[C@H]1C[C@H]1C[C@@H]1CCCCCCCC[OH:42])CCCC. (6) Given the product [CH2:1]([O:3][C:4]1[CH:5]=[C:6]([CH2:13][CH2:14][CH2:15][NH:17][CH3:18])[CH:7]=[CH:8][C:9]=1[O:10][CH2:11][CH3:12])[CH3:2], predict the reactants needed to synthesize it. The reactants are: [CH2:1]([O:3][C:4]1[CH:5]=[C:6]([CH2:13][CH2:14][C:15]([NH:17][CH3:18])=O)[CH:7]=[CH:8][C:9]=1[O:10][CH2:11][CH3:12])[CH3:2].[H-].[H-].[H-].[H-].[Li+].[Al+3].[OH-].[Na+]. (7) Given the product [OH:2][C:3]1[CH:4]=[C:5]2[C:10](=[CH:11][CH:12]=1)[C:9](=[O:13])[CH:8]([CH3:14])[CH2:7][C:6]2([CH3:15])[CH3:16], predict the reactants needed to synthesize it. The reactants are: C[O:2][C:3]1[CH:4]=[C:5]2[C:10](=[CH:11][CH:12]=1)[C:9](=[O:13])[CH:8]([CH3:14])[CH2:7][C:6]2([CH3:16])[CH3:15].[C-]#N.[Na+].C#N.Cl.